This data is from Reaction yield outcomes from USPTO patents with 853,638 reactions. The task is: Predict the reaction yield, written as a fraction of the theoretical maximum amount of product (1.0 means a 100% yield; for example, 0.34 means a 34% yield). The reactants are [Cl:1][C:2]1[CH:7]=[CH:6][C:5]([C:8]2[N:9]=[C:10]3[CH:15]=[CH:14][C:13]([CH3:16])=[CH:12][N:11]3[C:17]=2[CH2:18][C:19](O)=[O:20])=[CH:4][CH:3]=1.[N:22]1[CH:27]=[CH:26][C:25]([CH2:28][NH:29][CH2:30][CH3:31])=[CH:24][CH:23]=1. No catalyst specified. The product is [ClH:1].[CH2:30]([N:29]([CH2:28][C:25]1[CH:26]=[CH:27][N:22]=[CH:23][CH:24]=1)[C:19](=[O:20])[CH2:18][C:17]1[N:11]2[CH:12]=[C:13]([CH3:16])[CH:14]=[CH:15][C:10]2=[N:9][C:8]=1[C:5]1[CH:4]=[CH:3][C:2]([Cl:1])=[CH:7][CH:6]=1)[CH3:31]. The yield is 0.329.